Task: Predict the product of the given reaction.. Dataset: Forward reaction prediction with 1.9M reactions from USPTO patents (1976-2016) Given the reactants S(=O)(=O)(O)O.[OH:6][C:7]1[CH:8]=[C:9]([CH2:14][C:15]([OH:17])=[O:16])[C:10](=[O:13])[NH:11][N:12]=1.[CH2:18](O)[CH3:19], predict the reaction product. The product is: [CH2:18]([O:16][C:15](=[O:17])[CH2:14][C:9]1[C:10](=[O:13])[NH:11][N:12]=[C:7]([OH:6])[CH:8]=1)[CH3:19].